This data is from Full USPTO retrosynthesis dataset with 1.9M reactions from patents (1976-2016). The task is: Predict the reactants needed to synthesize the given product. (1) The reactants are: Cl[C:2]1[CH:7]=[C:6]([Cl:8])[N:5]=[CH:4][N:3]=1.[NH2:9][C@H:10]1[CH2:15][CH2:14][C@H:13]([NH:16][C:17](=[O:23])[O:18][C:19]([CH3:22])([CH3:21])[CH3:20])[CH2:12][CH2:11]1.C(N(CC)C(C)C)(C)C. Given the product [Cl:8][C:6]1[N:5]=[CH:4][N:3]=[C:2]([NH:9][C@H:10]2[CH2:15][CH2:14][C@H:13]([NH:16][C:17](=[O:23])[O:18][C:19]([CH3:21])([CH3:20])[CH3:22])[CH2:12][CH2:11]2)[CH:7]=1, predict the reactants needed to synthesize it. (2) Given the product [C:1]([O:5][C:6]([N:8]1[C:16]2[CH2:15][CH2:14][N:13]([C:17]([O:19][C:20]([CH3:23])([CH3:22])[CH3:21])=[O:18])[CH2:12][C:11]=2[CH:10]=[C:9]1[CH2:24][OH:25])=[O:7])([CH3:4])([CH3:2])[CH3:3], predict the reactants needed to synthesize it. The reactants are: [C:1]([O:5][C:6]([N:8]1[C:16]2[CH2:15][CH2:14][N:13]([C:17]([O:19][C:20]([CH3:23])([CH3:22])[CH3:21])=[O:18])[CH2:12][C:11]=2[CH:10]=[C:9]1[CH2:24][O:25][Si](C(C)(C)C)(C1C=CC=CC=1)C1C=CC=CC=1)=[O:7])([CH3:4])([CH3:3])[CH3:2].F.C(OCC)(=O)C.